This data is from Forward reaction prediction with 1.9M reactions from USPTO patents (1976-2016). The task is: Predict the product of the given reaction. (1) Given the reactants [C:1]([C:5]1[CH:9]=[C:8]([NH2:10])[N:7]([C:11]2[CH:12]=[C:13](NC(=O)OC(C)(C)C)[CH:14]=[CH:15][CH:16]=2)[N:6]=1)([CH3:4])([CH3:3])[CH3:2].[CH:25]([NH2:27])=[O:26].C[O-].[Na+], predict the reaction product. The product is: [NH2:10][C:8]1[N:7]([C:11]2[CH:12]=[C:13]([CH:14]=[CH:15][CH:16]=2)[C:25]([NH2:27])=[O:26])[N:6]=[C:5]([C:1]([CH3:2])([CH3:3])[CH3:4])[CH:9]=1. (2) Given the reactants [Li+].CCC[CH2-].[CH3:6][O:7][CH:8]([O:14][CH3:15])[C:9]1[Se:10][CH:11]=[CH:12][CH:13]=1.CN([CH:19]=[O:20])C.C(OCC)(=O)C, predict the reaction product. The product is: [CH3:6][O:7][CH:8]([O:14][CH3:15])[C:9]1[Se:10][C:11]([CH:19]=[O:20])=[CH:12][CH:13]=1.